From a dataset of Full USPTO retrosynthesis dataset with 1.9M reactions from patents (1976-2016). Predict the reactants needed to synthesize the given product. (1) The reactants are: C[Si](I)(C)C.C1(C[O:13][C:14]2[CH:15]=[C:16]([C:20]3[CH:28]=[C:27]4[C:23]([C:24]([NH:29][C:30](=[O:34])[CH2:31][CH2:32][CH3:33])=[N:25][NH:26]4)=[CH:22][CH:21]=3)[CH:17]=[CH:18][CH:19]=2)C=CC=CC=1. Given the product [OH:13][C:14]1[CH:15]=[C:16]([C:20]2[CH:28]=[C:27]3[C:23]([C:24]([NH:29][C:30](=[O:34])[CH2:31][CH2:32][CH3:33])=[N:25][NH:26]3)=[CH:22][CH:21]=2)[CH:17]=[CH:18][CH:19]=1, predict the reactants needed to synthesize it. (2) Given the product [CH2:17]([O:16][C:14]([NH:1][C@@H:2]([C:6]1[CH:11]=[CH:10][CH:9]=[CH:8][CH:7]=1)[C:3]([OH:5])=[O:4])=[O:15])[C:18]1[CH:23]=[CH:22][CH:21]=[CH:20][CH:19]=1, predict the reactants needed to synthesize it. The reactants are: [NH2:1][C@@H:2]([C:6]1[CH:11]=[CH:10][CH:9]=[CH:8][CH:7]=1)[C:3]([OH:5])=[O:4].[OH-].[Na+].[C:14](Cl)([O:16][CH2:17][C:18]1[CH:23]=[CH:22][CH:21]=[CH:20][CH:19]=1)=[O:15].